From a dataset of Reaction yield outcomes from USPTO patents with 853,638 reactions. Predict the reaction yield, written as a fraction of the theoretical maximum amount of product (1.0 means a 100% yield; for example, 0.34 means a 34% yield). The reactants are [Br-].[Br-].[Br-].[NH+]1C=CC=CC=1.[NH+]1C=CC=CC=1.[NH+]1C=CC=CC=1.[CH2:22]([N:25]([CH2:37][CH2:38][CH3:39])[CH2:26][CH2:27][C:28]1[CH:36]=[CH:35][CH:34]=[C:33]2[C:29]=1[CH:30]=[CH:31][NH:32]2)[CH2:23][CH3:24].[OH-:40].[Na+]. The catalyst is C(O)(=O)C.O. The product is [CH2:37]([N:25]([CH2:22][CH2:23][CH3:24])[CH2:26][CH2:27][C:28]1[C:29]2[C:33]([CH:34]=[CH:35][CH:36]=1)=[N:32][C:31](=[O:40])[CH:30]=2)[CH2:38][CH3:39]. The yield is 0.810.